From a dataset of Forward reaction prediction with 1.9M reactions from USPTO patents (1976-2016). Predict the product of the given reaction. (1) The product is: [OH:63][CH2:62][C@@H:34]1[C@@H:35]([OH:54])[C@H:36]([OH:46])[C@H:37]([OH:38])[C@@H:32]([CH2:31][CH2:30][C:26]2[CH:27]=[CH:28][CH:29]=[C:24]([C@@H:8]3[C@@H:9]([OH:20])[C@@H:10]([OH:16])[C@H:11]([OH:12])[C@@H:6]([CH2:5][OH:4])[O:7]3)[CH:25]=2)[O:33]1. Given the reactants C([O:4][CH2:5][C@@H:6]1[C@@H:11]([O:12]C(=O)C)[C@H:10]([O:16]C(=O)C)[C@H:9]([O:20]C(=O)C)[C@@H:8]([C:24]2[CH:29]=[CH:28][CH:27]=[C:26]([C:30]#[C:31][C@@H:32]3[C@@H:37]([O:38]CC4C=CC=CC=4)[C@@H:36]([O:46]CC4C=CC=CC=4)[C@H:35]([O:54]CC4C=CC=CC=4)[C@@H:34]([CH2:62][O:63]CC4C=CC=CC=4)[O:33]3)[CH:25]=2)[O:7]1)(=O)C.CO[Na].CO, predict the reaction product. (2) Given the reactants [CH2:1]([O:8][C:9]1[CH:14]=[C:13]([N+:15]([O-])=O)[C:12]([Br:18])=[CH:11][C:10]=1[O:19][CH3:20])[C:2]1[CH:7]=[CH:6][CH:5]=[CH:4][CH:3]=1.C(O)C.Cl, predict the reaction product. The product is: [CH2:1]([O:8][C:9]1[C:10]([O:19][CH3:20])=[CH:11][C:12]([Br:18])=[C:13]([CH:14]=1)[NH2:15])[C:2]1[CH:3]=[CH:4][CH:5]=[CH:6][CH:7]=1. (3) Given the reactants Br[C:2]1[N:3]=[C:4]2[C:10]([C:11](=[O:16])[C:12]([CH3:15])([CH3:14])[CH3:13])=[CH:9][N:8]([CH2:17][O:18][CH2:19][CH2:20][Si:21]([CH3:24])([CH3:23])[CH3:22])[C:5]2=[N:6][CH:7]=1.[NH2:25][C:26]1[CH:31]=[CH:30][C:29]([CH2:32][OH:33])=[CH:28][CH:27]=1.C([O-])([O-])=O.[Cs+].[Cs+], predict the reaction product. The product is: [OH:33][CH2:32][C:29]1[CH:30]=[CH:31][C:26]([NH:25][C:2]2[N:3]=[C:4]3[C:10]([C:11](=[O:16])[C:12]([CH3:15])([CH3:14])[CH3:13])=[CH:9][N:8]([CH2:17][O:18][CH2:19][CH2:20][Si:21]([CH3:24])([CH3:23])[CH3:22])[C:5]3=[N:6][CH:7]=2)=[CH:27][CH:28]=1. (4) Given the reactants Br[C:2]1[C:10]2[O:9][CH2:8][C:7]([CH3:12])([CH3:11])[C:6]=2[CH:5]=[C:4]([CH2:13][CH:14]([CH3:16])[CH3:15])[CH:3]=1.[Li]CCCC.C([O:25][B:26](OC(C)C)[O:27]C(C)C)(C)C.Cl, predict the reaction product. The product is: [CH2:13]([C:4]1[CH:3]=[C:2]([B:26]([OH:27])[OH:25])[C:10]2[O:9][CH2:8][C:7]([CH3:12])([CH3:11])[C:6]=2[CH:5]=1)[CH:14]([CH3:16])[CH3:15]. (5) Given the reactants [Cl:1][C:2]1[CH:3]=[C:4]([CH:39]=[CH:40][C:41]=1[Cl:42])[CH2:5][O:6][C:7]1[CH:12]=[CH:11][C:10]([C@H:13]2[CH2:38][O:37][C:16]3=[CH:17][C:18]4[CH2:19][C@@H:20]([C:34](O)=[O:35])[N:21]([C@H:25]([C:28]5[CH:33]=[CH:32][CH:31]=[CH:30][CH:29]=5)[CH2:26][CH3:27])[CH2:22][C:23]=4[CH:24]=[C:15]3[O:14]2)=[CH:9][CH:8]=1.Cl.C[O:45][C:46](=[O:62])[C@@H:47]([NH2:61])[CH2:48][C:49]1[CH:54]=[CH:53][C:52]([C:55]2[CH:60]=[CH:59][N:58]=[CH:57][CH:56]=2)=[CH:51][CH:50]=1, predict the reaction product. The product is: [Cl:1][C:2]1[CH:3]=[C:4]([CH:39]=[CH:40][C:41]=1[Cl:42])[CH2:5][O:6][C:7]1[CH:8]=[CH:9][C:10]([C@H:13]2[CH2:38][O:37][C:16]3=[CH:17][C:18]4[CH2:19][C@@H:20]([C:34]([NH:61][C@@H:47]([CH2:48][C:49]5[CH:54]=[CH:53][C:52]([C:55]6[CH:56]=[CH:57][N:58]=[CH:59][CH:60]=6)=[CH:51][CH:50]=5)[C:46]([OH:62])=[O:45])=[O:35])[N:21]([C@H:25]([C:28]5[CH:33]=[CH:32][CH:31]=[CH:30][CH:29]=5)[CH2:26][CH3:27])[CH2:22][C:23]=4[CH:24]=[C:15]3[O:14]2)=[CH:11][CH:12]=1. (6) The product is: [CH:19]([N:22]([CH3:23])[C:16](=[O:17])[CH2:6][N:8]1[CH2:9][CH2:10][NH:11][CH2:12][CH2:13]1)([CH3:21])[CH3:20]. Given the reactants C(O[C:6]([N:8]1[CH2:13][CH2:12][NH:11][CH2:10][CH2:9]1)=O)(C)(C)C.ClC[C:16](Cl)=[O:17].[CH:19]([NH:22][CH3:23])([CH3:21])[CH3:20], predict the reaction product.